Dataset: Reaction yield outcomes from USPTO patents with 853,638 reactions. Task: Predict the reaction yield, written as a fraction of the theoretical maximum amount of product (1.0 means a 100% yield; for example, 0.34 means a 34% yield). (1) The reactants are [Cl:1][C:2]1[CH:19]=[CH:18][C:5]([O:6][C:7]2[C:12]([F:13])=[CH:11][C:10]([N+:14]([O-])=O)=[CH:9][C:8]=2[F:17])=[CH:4][CH:3]=1.C1(C)C=CC=CC=1.C([O-])(=O)C.[NH4+]. The catalyst is [Fe].O. The product is [Cl:1][C:2]1[CH:19]=[CH:18][C:5]([O:6][C:7]2[C:12]([F:13])=[CH:11][C:10]([NH2:14])=[CH:9][C:8]=2[F:17])=[CH:4][CH:3]=1. The yield is 1.13. (2) The reactants are Br[C:2]1[CH:3]=[C:4]2[C:9](=[CH:10][C:11]=1[O:12][CH:13]1[CH2:18][CH2:17][N:16]([C:19]([O:21][C:22]([CH3:25])([CH3:24])[CH3:23])=[O:20])[CH2:15][CH2:14]1)[N:8]=[C:7]([NH:26][C:27]1[CH:32]=[CH:31][CH:30]=[C:29]([O:33][CH3:34])[CH:28]=1)[N:6]=[CH:5]2.[Br-].[S:36]1[CH:40]=[CH:39][N:38]=[C:37]1[Zn+]. The catalyst is C(OC(=O)C)C.C1C=CC(P(C2C=CC=CC=2)[C-]2C=CC=C2)=CC=1.C1C=CC(P(C2C=CC=CC=2)[C-]2C=CC=C2)=CC=1.Cl[Pd]Cl.[Fe+2]. The product is [CH3:34][O:33][C:29]1[CH:28]=[C:27]([NH:26][C:7]2[N:6]=[CH:5][C:4]3[C:9](=[CH:10][C:11]([O:12][CH:13]4[CH2:14][CH2:15][N:16]([C:19]([O:21][C:22]([CH3:24])([CH3:25])[CH3:23])=[O:20])[CH2:17][CH2:18]4)=[C:2]([C:37]4[S:36][CH:40]=[CH:39][N:38]=4)[CH:3]=3)[N:8]=2)[CH:32]=[CH:31][CH:30]=1. The yield is 1.00. (3) The reactants are [NH2:1][C:2](=[O:47])[CH2:3][C:4]1[CH:9]=[CH:8][CH:7]=[CH:6][C:5]=1[C:10]#[C:11][C:12]1[C:17]([C:18]([F:21])([F:20])[F:19])=[CH:16][N:15]=[C:14]([NH:22][C:23]2[CH:28]=[CH:27][C:26]([CH:29]3[CH2:34][CH2:33][N:32]([C:35]([O:37][C:38]([CH3:41])([CH3:40])[CH3:39])=[O:36])[CH2:31][CH2:30]3)=[CH:25][C:24]=2[O:42][C:43]([F:46])([F:45])[F:44])[N:13]=1. The catalyst is CN(C=O)C.CCOC(C)=O.[OH-].[OH-].[Pd+2]. The product is [NH2:1][C:2](=[O:47])[CH2:3][C:4]1[CH:9]=[CH:8][CH:7]=[CH:6][C:5]=1[CH2:10][CH2:11][C:12]1[C:17]([C:18]([F:19])([F:21])[F:20])=[CH:16][N:15]=[C:14]([NH:22][C:23]2[CH:28]=[CH:27][C:26]([CH:29]3[CH2:30][CH2:31][N:32]([C:35]([O:37][C:38]([CH3:41])([CH3:40])[CH3:39])=[O:36])[CH2:33][CH2:34]3)=[CH:25][C:24]=2[O:42][C:43]([F:46])([F:45])[F:44])[N:13]=1. The yield is 0.880. (4) The reactants are ClC1C(=O)C(C#N)=C(C#N)C(=O)C=1Cl.COC1C=CC(C[O:22][CH:23]([C:29]2[CH:34]=[CH:33][C:32]([N:35]([CH2:39][C:40]#[C:41][CH2:42][CH2:43][CH2:44][C:45]([O:47][CH3:48])=[O:46])[C:36](=[O:38])[CH3:37])=[CH:31][CH:30]=2)[CH2:24][CH2:25][CH2:26][CH2:27][CH3:28])=CC=1. The catalyst is C(Cl)(Cl)Cl.O. The product is [OH:22][CH:23]([C:29]1[CH:30]=[CH:31][C:32]([N:35]([CH2:39][C:40]#[C:41][CH2:42][CH2:43][CH2:44][C:45]([O:47][CH3:48])=[O:46])[C:36](=[O:38])[CH3:37])=[CH:33][CH:34]=1)[CH2:24][CH2:25][CH2:26][CH2:27][CH3:28]. The yield is 0.870. (5) The reactants are [H-].[Al+3].[Li+].[H-].[H-].[H-].[CH2:7]([C:9]1[C:17]2[N:16]3[C@H:18]([CH3:23])[CH2:19][NH:20][C:21](=O)[C@@H:15]3[CH2:14][C:13]=2[CH:12]=[CH:11][CH:10]=1)[CH3:8]. The catalyst is O1CCCC1. The product is [CH2:7]([C:9]1[C:17]2[N:16]3[C@H:18]([CH3:23])[CH2:19][NH:20][CH2:21][C@@H:15]3[CH2:14][C:13]=2[CH:12]=[CH:11][CH:10]=1)[CH3:8]. The yield is 0.380. (6) The reactants are [Cl:1][C:2]1[CH:9]=[CH:8][C:5]([CH:6]=O)=[CH:4][CH:3]=1.[CH2:10]([CH2:12][NH2:13])[OH:11].O. The catalyst is C1(C)C=CC=CC=1. The product is [ClH:1].[Cl:1][C:2]1[CH:9]=[CH:8][C:5]([CH2:6][NH:13][CH2:12][CH2:10][OH:11])=[CH:4][CH:3]=1. The yield is 0.820. (7) The product is [CH2:40]([O:41][C:42](=[O:57])[C:43]1[CH:55]=[C:54]([CH:8]=[C:7]([F:20])[F:6])[CH:53]=[C:45]([C:46]([N:48]([CH3:52])[CH2:49][CH2:50][CH3:51])=[O:47])[CH:44]=1)[CH3:1]. The reactants are [CH2:1]([Li])CCC.[F:6][C:7]([F:20])=[CH:8]OS(C1C=CC(C)=CC=1)(=O)=O.C1(P(C2C=CC=CC=2)C2C=CC=CC=2)C=CC=CC=1.[CH3:40][O:41][C:42](=[O:57])[C:43]1[CH:55]=[C:54](I)[CH:53]=[C:45]([C:46]([N:48]([CH3:52])[CH2:49][CH2:50][CH3:51])=[O:47])[CH:44]=1.P([O-])([O-])([O-])=O. The catalyst is C1COCC1.[Cl-].[Cl-].[CH-]1C=CC=C1.[CH-]1C=CC=C1.[Zr+2].[I-].[Zn+2].[I-].C(OCC)(=O)C. The yield is 0.350. (8) The product is [ClH:41].[NH:1]1[C:5]2[CH:6]=[CH:7][CH:8]=[CH:9][C:4]=2[N:3]=[C:2]1[CH2:10][N:11]1[C:19]2[CH:18]=[CH:17][CH:16]=[C:15]([Br:20])[C:14]=2[C:13]2[CH2:21][CH2:22][NH:23][CH2:24][CH2:25][C:12]1=2. No catalyst specified. The yield is 1.00. The reactants are [NH:1]1[C:5]2[CH:6]=[CH:7][CH:8]=[CH:9][C:4]=2[N:3]=[C:2]1[CH2:10][N:11]1[C:19]2[CH:18]=[CH:17][CH:16]=[C:15]([Br:20])[C:14]=2[C:13]2[CH2:21][CH2:22][N:23](C(OC(C)(C)C)=O)[CH2:24][CH2:25][C:12]1=2.FC(F)(F)C(O)=O.C(Cl)[Cl:41].